From a dataset of Reaction yield outcomes from USPTO patents with 853,638 reactions. Predict the reaction yield, written as a fraction of the theoretical maximum amount of product (1.0 means a 100% yield; for example, 0.34 means a 34% yield). (1) The reactants are [CH3:1][C:2]1[O:3][N:4]=[C:5]2[C:10]=1[C:9]([C:11]1[CH:16]=[CH:15][CH:14]=[CH:13][CH:12]=1)=[N:8][NH:7][C:6]2=[O:17].[H-].[Na+].Cl.Cl[CH2:22][C:23]1[CH:28]=[CH:27][N:26]=[CH:25][CH:24]=1. No catalyst specified. The product is [CH3:1][C:2]1[O:3][N:4]=[C:5]2[C:10]=1[C:9]([C:11]1[CH:16]=[CH:15][CH:14]=[CH:13][CH:12]=1)=[N:8][N:7]([CH2:22][C:23]1[CH:28]=[CH:27][N:26]=[CH:25][CH:24]=1)[C:6]2=[O:17]. The yield is 0.790. (2) The reactants are F[C:2]1[CH:7]=[CH:6][CH:5]=[CH:4][C:3]=1[N+:8]([O-:10])=[O:9].[N:11]1([CH2:17][CH2:18][NH2:19])[CH2:16][CH2:15][O:14][CH2:13][CH2:12]1.C(N(C(C)C)CC)(C)C. The catalyst is O1CCOCC1. The product is [N:11]1([CH2:17][CH2:18][NH:19][C:6]2[CH:5]=[CH:4][C:3]([N+:8]([O-:10])=[O:9])=[CH:2][CH:7]=2)[CH2:16][CH2:15][O:14][CH2:13][CH2:12]1. The yield is 0.710. (3) The reactants are [CH3:1][O:2][CH:3]([C:7]1[CH:12]=[CH:11][C:10]([C:13]2[CH:14]=[N:15][N:16]([C:18]([C:35]3[CH:40]=[CH:39][C:38]([O:41][CH3:42])=[CH:37][CH:36]=3)([C:27]3[CH:32]=[CH:31][C:30]([O:33][CH3:34])=[CH:29][CH:28]=3)[C:19]3[CH:24]=[CH:23][C:22]([O:25][CH3:26])=[CH:21][CH:20]=3)[CH:17]=2)=[CH:9][CH:8]=1)[C:4]([O-])=[O:5].[K+].C(N(C(C)C)CC)(C)C.COCCN(S(F)(F)F)CCOC.Cl.[CH3:67][NH:68][O:69][CH3:70]. The catalyst is CN(C=O)C.O. The product is [CH3:70][O:69][N:68]([CH3:67])[C:4](=[O:5])[CH:3]([O:2][CH3:1])[C:7]1[CH:8]=[CH:9][C:10]([C:13]2[CH:14]=[N:15][N:16]([C:18]([C:19]3[CH:20]=[CH:21][C:22]([O:25][CH3:26])=[CH:23][CH:24]=3)([C:27]3[CH:28]=[CH:29][C:30]([O:33][CH3:34])=[CH:31][CH:32]=3)[C:35]3[CH:40]=[CH:39][C:38]([O:41][CH3:42])=[CH:37][CH:36]=3)[CH:17]=2)=[CH:11][CH:12]=1. The yield is 0.320. (4) The reactants are [CH:1]1([C:6]2[C:7]([OH:19])=[CH:8][C:9]([N+:16]([O-:18])=[O:17])=[C:10]([CH2:12][C:13]([OH:15])=[O:14])[CH:11]=2)[CH2:5][CH2:4][CH2:3][CH2:2]1.S(Cl)(Cl)=O.[CH3:24]O. The catalyst is ClCCl. The product is [CH:1]1([C:6]2[C:7]([OH:19])=[CH:8][C:9]([N+:16]([O-:18])=[O:17])=[C:10]([CH2:12][C:13]([O:15][CH3:24])=[O:14])[CH:11]=2)[CH2:5][CH2:4][CH2:3][CH2:2]1. The yield is 0.630. (5) The yield is 0.650. The catalyst is CCO. The product is [CH3:17][CH:5]1[N:6]([C:10]([O:12][C:13]([CH3:14])([CH3:15])[CH3:16])=[O:11])[CH2:7][CH2:8][N:9]2[C:25]([C:23]3[CH:22]=[CH:21][CH:20]=[C:19]([CH3:18])[N:24]=3)=[N:27][N:28]=[C:4]12. The reactants are C(O[C:4]1[CH:5]([CH3:17])[N:6]([C:10]([O:12][C:13]([CH3:16])([CH3:15])[CH3:14])=[O:11])[CH2:7][CH2:8][N:9]=1)C.[CH3:18][C:19]1[N:24]=[C:23]([C:25]([NH:27][NH2:28])=O)[CH:22]=[CH:21][CH:20]=1. (6) The reactants are [N:1]1(C(OC(C)(C)C)=O)[CH2:27][CH2:26][CH2:25][C@H:2]1[C:3]([NH:5][CH2:6][C:7]([NH:9][CH2:10][C:11]([NH:13][CH2:14][C:15]([O:17][CH2:18][C:19]1[CH:24]=[CH:23][CH:22]=[CH:21][CH:20]=1)=[O:16])=[O:12])=[O:8])=[O:4]. The catalyst is Cl.O1CCOCC1. The product is [NH:1]1[CH2:27][CH2:26][CH2:25][C@H:2]1[C:3]([NH:5][CH2:6][C:7]([NH:9][CH2:10][C:11]([NH:13][CH2:14][C:15]([O:17][CH2:18][C:19]1[CH:24]=[CH:23][CH:22]=[CH:21][CH:20]=1)=[O:16])=[O:12])=[O:8])=[O:4]. The yield is 1.00. (7) The reactants are [CH3:1][O:2][C:3](=[O:27])[C@H:4]([CH2:25][OH:26])[NH:5][C:6]([C:19]1[CH:24]=[CH:23][CH:22]=[CH:21][CH:20]=1)([C:13]1[CH:18]=[CH:17][CH:16]=[CH:15][CH:14]=1)[C:7]1[CH:12]=[CH:11][CH:10]=[CH:9][CH:8]=1.C1(P(C2C=CC=CC=2)C2C=CC=CC=2)C=CC=CC=1.[CH2:47]([O:54][C:55](=[O:68])[NH:56][CH2:57][CH2:58][CH2:59][CH2:60][C:61]1[CH:66]=[CH:65][C:64](O)=[CH:63][CH:62]=1)[C:48]1[CH:53]=[CH:52][CH:51]=[CH:50][CH:49]=1.N(C(OC(C)C)=O)=NC(OC(C)C)=O. The catalyst is C1C=CC=CC=1. The product is [CH3:1][O:2][C:3](=[O:27])[CH:4]([NH:5][C:6]([C:7]1[CH:12]=[CH:11][CH:10]=[CH:9][CH:8]=1)([C:13]1[CH:14]=[CH:15][CH:16]=[CH:17][CH:18]=1)[C:19]1[CH:24]=[CH:23][CH:22]=[CH:21][CH:20]=1)[CH2:25][O:26][C:64]1[CH:63]=[CH:62][C:61]([CH2:60][CH2:59][CH2:58][CH2:57][NH:56][C:55]([O:54][CH2:47][C:48]2[CH:53]=[CH:52][CH:51]=[CH:50][CH:49]=2)=[O:68])=[CH:66][CH:65]=1. The yield is 0.510. (8) The reactants are I[C:2]1[CH:7]=[C:6]([S:8]([C:11]2[CH:16]=[CH:15][C:14]([CH3:17])=[CH:13][CH:12]=2)(=[O:10])=[O:9])[C:5]([CH:18]([CH3:20])[CH3:19])=[CH:4][C:3]=1[O:21][CH3:22].[F-].[K+].[F:25][C:26](I)([F:28])[F:27].O. The catalyst is CN(C=O)C.[Cu]I. The product is [CH:18]([C:5]1[CH:4]=[C:3]([O:21][CH3:22])[C:2]([C:26]([F:28])([F:27])[F:25])=[CH:7][C:6]=1[S:8]([C:11]1[CH:16]=[CH:15][C:14]([CH3:17])=[CH:13][CH:12]=1)(=[O:10])=[O:9])([CH3:20])[CH3:19]. The yield is 1.00. (9) The reactants are [C:1]1([CH2:7][C:8]([O:10][CH2:11][CH3:12])=[O:9])[CH:6]=[CH:5][CH:4]=[CH:3][CH:2]=1.[Li+].[CH3:14]C([N-]C(C)C)C.CI.CN1C(=O)N(C)CCC1. The catalyst is C1COCC1.O. The product is [CH2:11]([O:10][C:8](=[O:9])[CH:7]([C:1]1[CH:6]=[CH:5][CH:4]=[CH:3][CH:2]=1)[CH3:14])[CH3:12]. The yield is 0.720. (10) The reactants are C([Li])CCC.[Cl:6][C:7]1[CH:12]=[CH:11][CH:10]=[CH:9][C:8]=1[C@H:13]1[O:15][C@:14]1([CH2:24][N:25]1[CH:29]=[N:28][CH:27]=[N:26]1)[C:16]1[CH:21]=[CH:20][C:19]([F:22])=[C:18]([F:23])[CH:17]=1.[CH3:30][S:31]SC.[Cl-].[NH4+]. The catalyst is O1CCCC1. The product is [Cl:6][C:7]1[CH:12]=[CH:11][CH:10]=[CH:9][C:8]=1[C@H:13]1[O:15][C@:14]1([CH2:24][N:25]1[C:29]([S:31][CH3:30])=[N:28][CH:27]=[N:26]1)[C:16]1[CH:21]=[CH:20][C:19]([F:22])=[C:18]([F:23])[CH:17]=1. The yield is 0.170.